This data is from HIV replication inhibition screening data with 41,000+ compounds from the AIDS Antiviral Screen. The task is: Binary Classification. Given a drug SMILES string, predict its activity (active/inactive) in a high-throughput screening assay against a specified biological target. (1) The molecule is CC(=O)Nc1ccc(-c2nnc(SCC(=O)Nc3ccccc3Cl)o2)cc1. The result is 0 (inactive). (2) The compound is C=CCCCN1C(=O)CCCC1=O. The result is 0 (inactive).